The task is: Predict the reactants needed to synthesize the given product.. This data is from Full USPTO retrosynthesis dataset with 1.9M reactions from patents (1976-2016). Given the product [Br:15][C:16]1[N:17]=[C:18]([O:3][CH2:4][CH2:5][O:6][C:7]2[CH:14]=[CH:13][C:10]([CH:11]=[O:12])=[CH:9][CH:8]=2)[CH:19]=[CH:20][CH:21]=1, predict the reactants needed to synthesize it. The reactants are: [H-].[Na+].[OH:3][CH2:4][CH2:5][O:6][C:7]1[CH:14]=[CH:13][C:10]([CH:11]=[O:12])=[CH:9][CH:8]=1.[Br:15][C:16]1[CH:21]=[CH:20][CH:19]=[C:18](Br)[N:17]=1.